From a dataset of Catalyst prediction with 721,799 reactions and 888 catalyst types from USPTO. Predict which catalyst facilitates the given reaction. (1) Reactant: [CH3:1][C:2]1[N:6]([CH2:7][C:8]([O:10]CC)=[O:9])[C:5]2[CH2:13][CH2:14][CH2:15][CH2:16][CH2:17][C:4]=2[C:3]=1[CH2:18][C:19]1[CH:24]=[CH:23][CH:22]=[CH:21][C:20]=1[S:25]([N:28]1[CH2:33][CH2:32][O:31][CH2:30][CH2:29]1)(=[O:27])=[O:26].[Li+].[OH-]. Product: [CH3:1][C:2]1[N:6]([CH2:7][C:8]([OH:10])=[O:9])[C:5]2[CH2:13][CH2:14][CH2:15][CH2:16][CH2:17][C:4]=2[C:3]=1[CH2:18][C:19]1[CH:24]=[CH:23][CH:22]=[CH:21][C:20]=1[S:25]([N:28]1[CH2:33][CH2:32][O:31][CH2:30][CH2:29]1)(=[O:27])=[O:26]. The catalyst class is: 87. (2) Reactant: Cl.[CH3:2][O:3][C:4]1[CH:5]=[C:6]([NH:10][NH2:11])[CH:7]=[CH:8][CH:9]=1. Product: [CH3:2][O:3][C:4]1[CH:5]=[C:6]([NH:10][NH2:11])[CH:7]=[CH:8][CH:9]=1. The catalyst class is: 74. (3) Reactant: [C:1]([O:5][C:6]([NH:8][CH2:9][C@@H:10]1[CH2:25][N:14]2[C:15]3[CH:16]=[C:17]([C:22]([OH:24])=O)[CH:18]=[CH:19][C:20]=3[CH:21]=[C:13]2[C:12](=[O:26])[NH:11]1)=[O:7])([CH3:4])([CH3:3])[CH3:2].CN(C(ON1N=[N:42][C:37]2[CH:38]=[CH:39][CH:40]=[N:41][C:36]1=2)=[N+](C)C)C.F[P-](F)(F)(F)(F)F.C1C=NC2N(O)N=NC=2C=1.CCN(C(C)C)C(C)C.NC1C=NC=CC=1. Product: [C:1]([O:5][C:6](=[O:7])[NH:8][CH2:9][C@@H:10]1[CH2:25][N:14]2[C:15]3[CH:16]=[C:17]([C:22](=[O:24])[NH:42][C:37]4[CH:36]=[N:41][CH:40]=[CH:39][CH:38]=4)[CH:18]=[CH:19][C:20]=3[CH:21]=[C:13]2[C:12](=[O:26])[NH:11]1)([CH3:3])([CH3:2])[CH3:4]. The catalyst class is: 3.